Dataset: Forward reaction prediction with 1.9M reactions from USPTO patents (1976-2016). Task: Predict the product of the given reaction. (1) Given the reactants [CH3:1][C:2](=[CH:4][CH2:5][CH2:6][C:7](=[CH:9][CH:10]=[O:11])[CH3:8])[CH3:3].C(=O)([S:14][CH2:15][CH2:16][C:17]([N:19]([CH3:21])[CH3:20])=[O:18])C.C1CCN2C(=NCCC2)CC1, predict the reaction product. The product is: [CH3:8][C:7]([S:14][CH2:15][CH2:16][C:17]([N:19]([CH3:21])[CH3:20])=[O:18])([CH2:6][CH2:5][CH:4]=[C:2]([CH3:1])[CH3:3])[CH2:9][CH:10]=[O:11]. (2) The product is: [F:1][C:2]1[CH:21]=[CH:20][C:5]([CH2:6][C:7]2[N:8]=[C:9]([OH:18])[C:10]([N+:15]([O-:17])=[O:16])=[C:11]([OH:13])[N:12]=2)=[CH:4][CH:3]=1. Given the reactants [F:1][C:2]1[CH:21]=[CH:20][C:5]([CH2:6][C:7]2[N:12]=[C:11]([O:13]C)[C:10]([N+:15]([O-:17])=[O:16])=[C:9]([O:18]C)[N:8]=2)=[CH:4][CH:3]=1.Cl.N1C=CC=CC=1, predict the reaction product.